Dataset: Forward reaction prediction with 1.9M reactions from USPTO patents (1976-2016). Task: Predict the product of the given reaction. (1) Given the reactants FC(F)(F)S(O[C:7]1[CH:16]=C[C:14]2[C:9](=[CH:10][CH:11]=[CH:12][CH:13]=2)[C:8]=1C([O-])=O)(=O)=O.C1(P(C2CCCCC2)C2C=CC=CC=2C2C=CC=CC=2)CCCCC1.[O-]P([O-])([O-])=O.[K+].[K+].[K+].C(=[NH:68])(C1C=CC=CC=1)C1C=CC=CC=1.Cl.[OH-].[Na+].C[CH2:73][O:74][C:75]([CH3:77])=[O:76], predict the reaction product. The product is: [CH3:73][O:74][C:75]([C:77]1[C:14]2[C:9](=[CH:10][C:11]([NH2:68])=[CH:12][CH:13]=2)[CH:8]=[CH:7][CH:16]=1)=[O:76]. (2) Given the reactants [N:1]1([C:6]2[CH:18]=[CH:17][C:16]3[C:15]4[C:10](=[CH:11][CH:12]=[CH:13][CH:14]=4)[N:9]([C:19]4[CH:31]=[CH:30][C:29]5[C:28]6[C:23](=[CH:24][CH:25]=[CH:26][CH:27]=6)[NH:22][C:21]=5[CH:20]=4)[C:8]=3[CH:7]=2)[CH:5]=[CH:4][CH:3]=[N:2]1.Br[C:33]1[CH:38]=[C:37]([C:39]([F:42])([F:41])[F:40])[CH:36]=[CH:35][N:34]=1.CC(P(C(C)(C)C)C1C(C2C=CC=CC=2)=CC=CC=1)(C)C.CC([O-])(C)C.[Na+], predict the reaction product. The product is: [N:1]1([C:6]2[CH:18]=[CH:17][C:16]3[C:15]4[C:10](=[CH:11][CH:12]=[CH:13][CH:14]=4)[N:9]([C:19]4[CH:31]=[CH:30][C:29]5[C:28]6[C:23](=[CH:24][CH:25]=[CH:26][CH:27]=6)[N:22]([C:33]6[CH:38]=[C:37]([C:39]([F:42])([F:41])[F:40])[CH:36]=[CH:35][N:34]=6)[C:21]=5[CH:20]=4)[C:8]=3[CH:7]=2)[CH:5]=[CH:4][CH:3]=[N:2]1. (3) Given the reactants [Br:1][C:2]1[CH:3]=[C:4]([CH:21]=[C:22]([C:24]([F:27])([F:26])[F:25])[CH:23]=1)[C:5]([N:7]([CH2:9][C@H:10]([C:14]1[CH:19]=[CH:18][C:17]([F:20])=[CH:16][CH:15]=1)[CH2:11][CH:12]=C)[CH3:8])=[O:6].C[N+]1([O-])CC[O:32]CC1.OS([O-])=O.[Na+], predict the reaction product. The product is: [Br:1][C:2]1[CH:3]=[C:4]([CH:21]=[C:22]([C:24]([F:27])([F:26])[F:25])[CH:23]=1)[C:5]([N:7]([CH2:9][C@H:10]([C:14]1[CH:19]=[CH:18][C:17]([F:20])=[CH:16][CH:15]=1)[CH2:11][CH:12]=[O:32])[CH3:8])=[O:6].